This data is from Full USPTO retrosynthesis dataset with 1.9M reactions from patents (1976-2016). The task is: Predict the reactants needed to synthesize the given product. (1) Given the product [Cl:27][C:28]1[CH:29]=[C:30]([CH:37]([NH:40][C:41]([CH3:44])([CH3:43])[CH3:42])[CH2:38][OH:39])[CH:31]=[C:32]([C:35]#[N:36])[C:33]=1[NH2:34], predict the reactants needed to synthesize it. The reactants are: C([C@@](C(O)=O)(O)[C@@](C(=O)C1C=CC=CC=1)(O)C(O)=O)(=O)C1C=CC=CC=1.[Cl:27][C:28]1[CH:29]=[C:30]([CH:37]([NH:40][C:41]([CH3:44])([CH3:43])[CH3:42])[CH2:38][OH:39])[CH:31]=[C:32]([C:35]#[N:36])[C:33]=1[NH2:34].[OH-].[Na+]. (2) Given the product [Cl:23][C:18]1[CH:17]=[C:16]([C:14]2[N:15]=[C:11]([C:9]3[CH:10]=[C:5]([C:3]([OH:4])=[O:2])[C:6]([C:24]4[CH:29]=[CH:28][C:27]([C:30](=[O:31])[NH:40][CH2:39][C:38]5[N:34]([CH3:33])[N:35]=[CH:36][CH:37]=5)=[CH:26][CH:25]=4)=[CH:7][CH:8]=3)[S:12][CH:13]=2)[CH:21]=[CH:20][C:19]=1[Cl:22], predict the reactants needed to synthesize it. The reactants are: C[O:2][C:3]([C:5]1[C:6]([C:24]2[CH:29]=[CH:28][C:27]([C:30](O)=[O:31])=[CH:26][CH:25]=2)=[CH:7][CH:8]=[C:9]([C:11]2[S:12][CH:13]=[C:14]([C:16]3[CH:21]=[CH:20][C:19]([Cl:22])=[C:18]([Cl:23])[CH:17]=3)[N:15]=2)[CH:10]=1)=[O:4].[CH3:33][N:34]1[C:38]([CH2:39][NH2:40])=[CH:37][CH:36]=[N:35]1. (3) Given the product [Cl:1][C:2]1[CH:7]=[CH:6][C:5]([C:12]2[N:13]=[CH:14][C:15]([OH:18])=[CH:16][CH:17]=2)=[CH:4][CH:3]=1, predict the reactants needed to synthesize it. The reactants are: [Cl:1][C:2]1[CH:7]=[CH:6][C:5](B(O)O)=[CH:4][CH:3]=1.Br[C:12]1[CH:17]=[CH:16][C:15]([OH:18])=[CH:14][N:13]=1.